From a dataset of Full USPTO retrosynthesis dataset with 1.9M reactions from patents (1976-2016). Predict the reactants needed to synthesize the given product. (1) Given the product [F:18][C:19]([F:32])([F:31])[S:20]([O:6][CH2:5][CH2:4][S:3][C:2]([F:8])([F:7])[F:1])(=[O:22])=[O:21], predict the reactants needed to synthesize it. The reactants are: [F:1][C:2]([F:8])([F:7])[S:3][CH2:4][CH2:5][OH:6].C(N(CC)C(C)C)(C)C.[F:18][C:19]([F:32])([F:31])[S:20](O[S:20]([C:19]([F:32])([F:31])[F:18])(=[O:22])=[O:21])(=[O:22])=[O:21]. (2) Given the product [OH:8][C:9]1[CH:14]=[CH:13][C:12]([C:15]2[O:16][C:17]([CH3:36])=[C:18]([CH2:20][CH2:21][O:22][C:23]3[CH:35]=[CH:34][C:26]([O:27][C:28]([CH3:32])([CH3:33])[C:29]([OH:31])=[O:30])=[CH:25][CH:24]=3)[N:19]=2)=[CH:11][CH:10]=1, predict the reactants needed to synthesize it. The reactants are: C([O:8][C:9]1[CH:14]=[CH:13][C:12]([C:15]2[O:16][C:17]([CH3:36])=[C:18]([CH2:20][CH2:21][O:22][C:23]3[CH:35]=[CH:34][C:26]([O:27][C:28]([CH3:33])([CH3:32])[C:29]([OH:31])=[O:30])=[CH:25][CH:24]=3)[N:19]=2)=[CH:11][CH:10]=1)C1C=CC=CC=1. (3) Given the product [CH:1]1([NH:7][C:8]2[C@:12]3([CH2:17][CH2:16][N:15]([C:38]([C:31]4[CH:32]=[CH:33][CH:34]=[C:35]5[C:30]=4[NH:29][C:28]([CH3:41])([CH3:27])[CH:37]=[CH:36]5)=[O:39])[C@@H:14]([CH3:18])[CH2:13]3)[N:11]([C:19]3[CH:24]=[CH:23][CH:22]=[C:21]([F:25])[CH:20]=3)[C:10](=[O:26])[N:9]=2)[CH2:2][CH2:3][CH2:4][CH2:5][CH2:6]1, predict the reactants needed to synthesize it. The reactants are: [CH:1]1([NH:7][C:8]2[C@:12]3([CH2:17][CH2:16][NH:15][C@@H:14]([CH3:18])[CH2:13]3)[N:11]([C:19]3[CH:24]=[CH:23][CH:22]=[C:21]([F:25])[CH:20]=3)[C:10](=[O:26])[N:9]=2)[CH2:6][CH2:5][CH2:4][CH2:3][CH2:2]1.[CH3:27][C:28]1([CH3:41])[CH:37]=[CH:36][C:35]2[C:30](=[C:31]([C:38](O)=[O:39])[CH:32]=[CH:33][CH:34]=2)[NH:29]1.C(N(C(C)C)CC)(C)C.CN([P+](ON1N=NC2C=CC=CC1=2)(N(C)C)N(C)C)C.F[P-](F)(F)(F)(F)F. (4) Given the product [OH:23][CH2:22][C@@H:18]1[O:19][CH2:20][CH2:21][N:16]([C:9]([O:11][C:12]([CH3:13])([CH3:14])[CH3:15])=[O:10])[CH2:17]1, predict the reactants needed to synthesize it. The reactants are: [C:9](O[C:9]([O:11][C:12]([CH3:15])([CH3:14])[CH3:13])=[O:10])([O:11][C:12]([CH3:15])([CH3:14])[CH3:13])=[O:10].[NH:16]1[CH2:21][CH2:20][O:19][C@@H:18]([CH2:22][OH:23])[CH2:17]1.C(N(CC)CC)C. (5) Given the product [F:1][C:2]([F:7])([F:6])[C:3]([OH:5])=[O:4].[CH2:24]([NH:8][C@H:9]1[C:16](=[O:17])[N:15]2[C@@H:11]([S:12][CH2:13][C@H:14]2[C:18]#[N:19])[CH2:10]1)[C:25]1[CH:30]=[CH:29][CH:28]=[CH:27][CH:26]=1, predict the reactants needed to synthesize it. The reactants are: [F:1][C:2]([F:7])([F:6])[C:3]([OH:5])=[O:4].[NH2:8][C@H:9]1[C:16](=[O:17])[N:15]2[C@@H:11]([S:12][CH2:13][C@H:14]2[C:18]#[N:19])[CH2:10]1.C(O)(=O)C.[CH:24](=O)[C:25]1[CH:30]=[CH:29][CH:28]=[CH:27][CH:26]=1.C(O[BH-](OC(=O)C)OC(=O)C)(=O)C.[Na+]. (6) Given the product [CH:28]([OH:30])=[O:29].[CH3:1][C@@H:2]1[CH2:3][N:4]([S:8]([C:11]2[CH:12]=[CH:13][C:14]([C:17]([F:20])([F:18])[F:19])=[CH:15][CH:16]=2)(=[O:9])=[O:10])[CH2:5][CH2:6][N:7]1[C:28]([C:25]1[CH:26]=[N:27][C:22]([CH3:21])=[CH:23][CH:24]=1)=[O:29], predict the reactants needed to synthesize it. The reactants are: [CH3:1][C@H:2]1[NH:7][CH2:6][CH2:5][N:4]([S:8]([C:11]2[CH:16]=[CH:15][C:14]([C:17]([F:20])([F:19])[F:18])=[CH:13][CH:12]=2)(=[O:10])=[O:9])[CH2:3]1.[CH3:21][C:22]1[N:27]=[CH:26][C:25]([C:28]([OH:30])=[O:29])=[CH:24][CH:23]=1.C1C=CC2N(O)N=NC=2C=1.O.CN(C(ON1N=NC2C=CC=CC1=2)=[N+](C)C)C.F[P-](F)(F)(F)(F)F.CCN(C(C)C)C(C)C.